From a dataset of NCI-60 drug combinations with 297,098 pairs across 59 cell lines. Regression. Given two drug SMILES strings and cell line genomic features, predict the synergy score measuring deviation from expected non-interaction effect. (1) Drug 1: C1=CC=C(C=C1)NC(=O)CCCCCCC(=O)NO. Drug 2: CC1=C(C(=CC=C1)Cl)NC(=O)C2=CN=C(S2)NC3=CC(=NC(=N3)C)N4CCN(CC4)CCO. Cell line: T-47D. Synergy scores: CSS=39.2, Synergy_ZIP=1.76, Synergy_Bliss=5.01, Synergy_Loewe=4.91, Synergy_HSA=7.28. (2) Drug 1: C1=NNC2=C1C(=O)NC=N2. Drug 2: C(CN)CNCCSP(=O)(O)O. Cell line: SF-268. Synergy scores: CSS=1.67, Synergy_ZIP=0.429, Synergy_Bliss=2.27, Synergy_Loewe=1.60, Synergy_HSA=-0.525.